This data is from Full USPTO retrosynthesis dataset with 1.9M reactions from patents (1976-2016). The task is: Predict the reactants needed to synthesize the given product. (1) Given the product [NH2:22][C:16]1[N:15]=[C:14]([C:8]2[N:7]=[C:6]3[C:5]4[CH:23]=[CH:24][C:2]([C:43]5[CH:44]=[N:45][N:46]([CH2:48][CH2:49][OH:50])[CH:47]=5)=[CH:3][C:4]=4[O:13][CH2:12][CH2:11][N:10]3[CH:9]=2)[N:18]([CH:19]([CH3:21])[CH3:20])[N:17]=1, predict the reactants needed to synthesize it. The reactants are: Br[C:2]1[CH:24]=[CH:23][C:5]2[C:6]3[N:10]([CH2:11][CH2:12][O:13][C:4]=2[CH:3]=1)[CH:9]=[C:8]([C:14]1[N:18]([CH:19]([CH3:21])[CH3:20])[N:17]=[C:16]([NH2:22])[N:15]=1)[N:7]=3.C(=O)([O-])[O-].[K+].[K+].C(#N)C.O.CC1(C)C(C)(C)OB([C:43]2[CH:44]=[N:45][N:46]([CH2:48][CH2:49][O:50]C(=O)C)[CH:47]=2)O1. (2) Given the product [Br:1][C:2]1[N:3]2[CH:23]=[N:22][N:21]=[C:4]2[C:5]([N:8]2[CH2:9][CH2:10][N:11]([C:14]([O:16][C:17]([CH3:18])([CH3:19])[CH3:20])=[O:15])[CH2:12][CH2:13]2)=[N:6][CH:7]=1, predict the reactants needed to synthesize it. The reactants are: [Br:1][C:2]1[N:3]=[C:4]([NH:21][NH2:22])[C:5]([N:8]2[CH2:13][CH2:12][N:11]([C:14]([O:16][C:17]([CH3:20])([CH3:19])[CH3:18])=[O:15])[CH2:10][CH2:9]2)=[N:6][CH:7]=1.[CH:23](OCC)(OCC)OCC. (3) The reactants are: [CH3:1][C:2]1[N:6]2[C:7]([C:14]([F:17])([F:16])[F:15])=[CH:8][CH:9]=[C:10]([C:11]([O-:13])=[O:12])[C:5]2=[N:4][N:3]=1.[K+].Cl. Given the product [CH3:1][C:2]1[N:6]=[C:5]2[C:10]([C:11]([OH:13])=[O:12])=[CH:9][CH:8]=[C:7]([C:14]([F:17])([F:16])[F:15])[N:4]2[N:3]=1, predict the reactants needed to synthesize it. (4) Given the product [CH2:28]([N:35]1[CH2:40][CH2:13][C:11]2([CH:6]3[CH2:7][N:2]([CH3:1])[CH2:3][CH2:4][N:5]3[C:8](=[O:9])[O:10]2)[CH2:14][CH2:36]1)[C:29]1[CH:34]=[CH:33][CH:32]=[CH:31][CH:30]=1, predict the reactants needed to synthesize it. The reactants are: [CH3:1][N:2]1[CH2:7][CH2:6][N:5]([C:8]([O:10][C:11]([CH3:14])([CH3:13])C)=[O:9])[CH2:4][CH2:3]1.CN(C)CCN(C)C.C([Li])(CC)C.[CH2:28]([N:35]1[CH2:40]CC(=O)C[CH2:36]1)[C:29]1[CH:34]=[CH:33][CH:32]=[CH:31][CH:30]=1.[Cl-].[NH4+]. (5) Given the product [CH3:20][N:18]1[CH:19]=[C:15]([N:14]2[C:5]3[C:4]4[CH:3]=[C:2]([C:32]5[CH:31]=[N:30][C:29]([CH2:43][O:44][CH3:45])=[C:28]([O:27][CH:24]([CH3:26])[CH3:25])[CH:33]=5)[CH:11]=[CH:10][C:9]=4[N:8]=[CH:7][C:6]=3[N:12]([CH3:23])[C:13]2=[O:22])[C:16]([CH3:21])=[N:17]1, predict the reactants needed to synthesize it. The reactants are: Br[C:2]1[CH:11]=[CH:10][C:9]2[N:8]=[CH:7][C:6]3[N:12]([CH3:23])[C:13](=[O:22])[N:14]([C:15]4[C:16]([CH3:21])=[N:17][N:18]([CH3:20])[CH:19]=4)[C:5]=3[C:4]=2[CH:3]=1.[CH:24]([O:27][C:28]1[C:29]([CH2:43][O:44][CH3:45])=[N:30][CH:31]=[C:32](B2OC(C)(C)C(C)(C)O2)[CH:33]=1)([CH3:26])[CH3:25]. (6) Given the product [CH3:14][CH:13]([CH3:15])[CH2:12][C@H:11]([NH:16][C:53]([C:32]1[S:28][C:29]2[CH:35]=[CH:34][S:33][C:30]=2[CH:31]=1)=[O:54])[C:10](=[O:17])[NH:9][CH:8]1[CH2:7][CH2:6][CH2:5][N:4]([S:18]([C:21]2[C:26]([CH3:27])=[CH:25][CH:24]=[CH:23][N:22]=2)(=[O:20])=[O:19])[CH2:3][CH:2]1[OH:1], predict the reactants needed to synthesize it. The reactants are: [OH:1][CH:2]1[CH:8]([NH:9][C:10](=[O:17])[C@@H:11]([NH2:16])[CH2:12][CH:13]([CH3:15])[CH3:14])[CH2:7][CH2:6][CH2:5][N:4]([S:18]([C:21]2[C:26]([CH3:27])=[CH:25][CH:24]=[CH:23][N:22]=2)(=[O:20])=[O:19])[CH2:3]1.[S:28]1[CH:32]=[CH:31][C:30]2[S:33][CH:34]=[CH:35][C:29]1=2.C(N(CC)CC)C.C1C=CC2N(O)N=NC=2C=1.[CH3:53][OH:54].